This data is from Full USPTO retrosynthesis dataset with 1.9M reactions from patents (1976-2016). The task is: Predict the reactants needed to synthesize the given product. (1) The reactants are: [I-].[CH3:2][P+](C1C=CC=CC=1)(C1C=CC=CC=1)C1C=CC=CC=1.[Si:22]([O:29][CH2:30][CH2:31][O:32][C:33]1[CH:40]=[CH:39][C:36]([CH:37]=O)=[CH:35][CH:34]=1)(C(C)(C)C)(C)C. Given the product [CH:37]([C:36]1[CH:35]=[CH:34][C:33]([O:32][CH2:31][CH2:30][O:29][SiH3:22])=[CH:40][CH:39]=1)=[CH2:2], predict the reactants needed to synthesize it. (2) Given the product [CH2:26]([O:25][C:23](=[O:24])[CH2:22][S:14][C:13]1[N:9]([C:3]2[CH:4]=[CH:5][CH:6]=[C:7]([CH3:8])[C:2]=2[CH3:1])[N:10]=[N:11][N:12]=1)[CH3:27], predict the reactants needed to synthesize it. The reactants are: [CH3:1][C:2]1[C:7]([CH3:8])=[CH:6][CH:5]=[CH:4][C:3]=1[N:9]1[C:13]([SH:14])=[N:12][N:11]=[N:10]1.N1C=CC=CC=1.Br[CH2:22][C:23]([O:25][CH2:26][CH3:27])=[O:24]. (3) Given the product [F:8][C:7]1[C:6]([NH:9][C:10]2[CH:15]=[CH:14][C:13]([I:16])=[CH:12][C:11]=2[F:17])=[C:5]([NH:18][S:20]([C:23]2[CH:27]=[CH:26][S:25][C:24]=2[C:28]([O:30][CH3:31])=[O:29])(=[O:21])=[O:22])[CH:4]=[CH:3][C:2]=1[F:1], predict the reactants needed to synthesize it. The reactants are: [F:1][C:2]1[C:7]([F:8])=[C:6]([NH:9][C:10]2[CH:15]=[CH:14][C:13]([I:16])=[CH:12][C:11]=2[F:17])[C:5]([NH2:18])=[CH:4][CH:3]=1.Cl[S:20]([C:23]1[CH:27]=[CH:26][S:25][C:24]=1[C:28]([O:30][CH3:31])=[O:29])(=[O:22])=[O:21]. (4) The reactants are: [OH:1][CH2:2][C@H:3]([NH:6][C:7]1[N:12]=[C:11]([NH:13][CH2:14][C:15]2[CH:20]=[CH:19][C:18]([C:21]3[CH:26]=[CH:25][CH:24]=[CH:23][N:22]=3)=[CH:17][CH:16]=2)[N:10]2[N:27]=[CH:28][C:29]([CH:30]([CH3:32])[CH3:31])=[C:9]2[N:8]=1)[CH2:4][CH3:5].N[C@@H](CO)[C@H](C)[OH:36]. Given the product [OH:1][CH2:2][C@@H:3]([NH:6][C:7]1[N:12]=[C:11]([NH:13][CH2:14][C:15]2[CH:16]=[CH:17][C:18]([C:21]3[CH:26]=[CH:25][CH:24]=[CH:23][N:22]=3)=[CH:19][CH:20]=2)[N:10]2[N:27]=[CH:28][C:29]([CH:30]([CH3:31])[CH3:32])=[C:9]2[N:8]=1)[C@H:4]([OH:36])[CH3:5], predict the reactants needed to synthesize it. (5) Given the product [Cl:24][C:2]1[CH:7]=[C:6]([C:8]([F:11])([F:10])[F:9])[N:5]=[C:4]([C:12]2[CH:13]=[N:14][C:15]([C:18]([F:21])([F:20])[F:19])=[CH:16][CH:17]=2)[N:3]=1, predict the reactants needed to synthesize it. The reactants are: O[C:2]1[CH:7]=[C:6]([C:8]([F:11])([F:10])[F:9])[N:5]=[C:4]([C:12]2[CH:13]=[N:14][C:15]([C:18]([F:21])([F:20])[F:19])=[CH:16][CH:17]=2)[N:3]=1.P(Cl)(Cl)([Cl:24])=O. (6) The reactants are: [OH:1][CH2:2][C@H:3]1[O:7][C:6]([CH3:9])([CH3:8])[N:5]([C:10]([O:12][C:13]([CH3:16])([CH3:15])[CH3:14])=[O:11])[C@H:4]1[CH2:17][C:18]1[CH:23]=[CH:22][N:21]=[CH:20][CH:19]=1.[CH3:24][C:25]([Si:28](Cl)([CH3:30])[CH3:29])([CH3:27])[CH3:26].N1C=CN=C1. Given the product [Si:28]([O:1][CH2:2][C@H:3]1[O:7][C:6]([CH3:8])([CH3:9])[N:5]([C:10]([O:12][C:13]([CH3:15])([CH3:16])[CH3:14])=[O:11])[C@H:4]1[CH2:17][C:18]1[CH:19]=[CH:20][N:21]=[CH:22][CH:23]=1)([C:25]([CH3:27])([CH3:26])[CH3:24])([CH3:30])[CH3:29], predict the reactants needed to synthesize it. (7) Given the product [O:1]1[C:5]2[CH:6]=[CH:7][CH:8]=[CH:9][C:4]=2[N:3]=[C:2]1[N:10]1[CH2:16][C:15]2[CH:17]=[C:18]([CH:21]=[C:27]3[S:23][C:24](=[O:29])[NH:25][C:26]3=[O:28])[CH:19]=[CH:20][C:14]=2[O:13][CH2:12][CH2:11]1, predict the reactants needed to synthesize it. The reactants are: [O:1]1[C:5]2[CH:6]=[CH:7][CH:8]=[CH:9][C:4]=2[N:3]=[C:2]1[N:10]1[CH2:16][C:15]2[CH:17]=[C:18]([CH:21]=O)[CH:19]=[CH:20][C:14]=2[O:13][CH2:12][CH2:11]1.[S:23]1[CH2:27][C:26](=[O:28])[NH:25][C:24]1=[O:29].C([O-])(=O)C.[NH2+]1CCCCC1.